From a dataset of Forward reaction prediction with 1.9M reactions from USPTO patents (1976-2016). Predict the product of the given reaction. (1) Given the reactants Br[C:2]1[CH:3]=[C:4]([F:11])[C:5]([O:9][CH3:10])=[C:6]([F:8])[CH:7]=1.[F:12][C:13]([F:19])([F:18])[C:14](OC)=[O:15].Cl, predict the reaction product. The product is: [F:8][C:6]1[CH:7]=[C:2]([C:14](=[O:15])[C:13]([F:19])([F:18])[F:12])[CH:3]=[C:4]([F:11])[C:5]=1[O:9][CH3:10]. (2) The product is: [CH3:30][O:29][C:25]1[CH:24]=[C:20]([CH:19]=[C:18]([O:17][CH3:16])[C:26]=1[O:27][CH3:28])[C:21]([NH:15][C:11]1[S:12][C:13]([CH3:14])=[C:9]([C:6]2[CH:5]=[CH:4][C:3]([O:2][CH3:1])=[CH:8][CH:7]=2)[N:10]=1)=[O:22]. Given the reactants [CH3:1][O:2][C:3]1[CH:8]=[CH:7][C:6]([C:9]2[N:10]=[C:11]([NH2:15])[S:12][C:13]=2[CH3:14])=[CH:5][CH:4]=1.[CH3:16][O:17][C:18]1[CH:19]=[C:20]([CH:24]=[C:25]([O:29][CH3:30])[C:26]=1[O:27][CH3:28])[C:21](Cl)=[O:22], predict the reaction product. (3) Given the reactants [Cl:1][C:2]1[C:7]([O:8][CH2:9][O:10][CH3:11])=[CH:6][CH:5]=[C:4](I)[N:3]=1.[CH3:13][NH:14][CH3:15].N1CCC[C@H]1C(O)=O.C(=O)([O-])[O-].[K+].[K+], predict the reaction product. The product is: [Cl:1][C:2]1[N:3]=[C:4]([N:14]([CH3:15])[CH3:13])[CH:5]=[CH:6][C:7]=1[O:8][CH2:9][O:10][CH3:11]. (4) Given the reactants [NH2:1][CH2:2][C:3]1[C:4]([CH2:20][CH:21]([CH3:23])[CH3:22])=[N:5][C:6]([CH3:19])=[C:7]([C:11]=1[C:12]1[CH:17]=[CH:16][C:15]([CH3:18])=[CH:14][CH:13]=1)[C:8]([OH:10])=[O:9].[C:24]([OH:31])(=[O:30])/[CH:25]=[CH:26]\[C:27]([OH:29])=[O:28], predict the reaction product. The product is: [C:24]([OH:31])(=[O:30])/[CH:25]=[CH:26]\[C:27]([OH:29])=[O:28].[NH2:1][CH2:2][C:3]1[C:4]([CH2:20][CH:21]([CH3:23])[CH3:22])=[N:5][C:6]([CH3:19])=[C:7]([C:11]=1[C:12]1[CH:17]=[CH:16][C:15]([CH3:18])=[CH:14][CH:13]=1)[C:8]([OH:10])=[O:9]. (5) Given the reactants Cl[CH2:2][CH2:3][N:4]1[C:10](=[O:11])[CH2:9][CH2:8][N:7]([C:12](=[O:22])/[CH:13]=[CH:14]/[C:15]2[CH:20]=[CH:19][CH:18]=[C:17]([Cl:21])[CH:16]=2)[CH2:6][CH2:5]1.[NH:23]1[CH2:28][CH2:27][O:26][CH2:25][CH2:24]1.[Na+].[I-], predict the reaction product. The product is: [Cl:21][C:17]1[CH:16]=[C:15](/[CH:14]=[CH:13]/[C:12]([N:7]2[CH2:8][CH2:9][C:10](=[O:11])[N:4]([CH2:3][CH2:2][N:23]3[CH2:28][CH2:27][O:26][CH2:25][CH2:24]3)[CH2:5][CH2:6]2)=[O:22])[CH:20]=[CH:19][CH:18]=1.